From a dataset of Forward reaction prediction with 1.9M reactions from USPTO patents (1976-2016). Predict the product of the given reaction. (1) Given the reactants [C:1]([O:5][C:6]([N:8]1[CH2:13][CH:12]2[C:10]([C:14]3[CH:19]=[CH:18][C:17](Br)=[CH:16][CH:15]=3)([CH2:11]2)[CH2:9]1)=[O:7])([CH3:4])([CH3:3])[CH3:2].CC(C)([O-])C.[Na+].[NH:27]1[CH2:31][CH2:30][CH2:29][CH2:28]1, predict the reaction product. The product is: [C:1]([O:5][C:6]([N:8]1[CH2:13][CH:12]2[C:10]([C:14]3[CH:19]=[CH:18][C:17]([N:27]4[CH2:31][CH2:30][CH2:29][CH2:28]4)=[CH:16][CH:15]=3)([CH2:11]2)[CH2:9]1)=[O:7])([CH3:4])([CH3:3])[CH3:2]. (2) Given the reactants [F:1][C@H:2]1[C@@H:7]([NH:8][C:9](=[O:18])[O:10][CH2:11][C:12]2[CH:17]=[CH:16][CH:15]=[CH:14][CH:13]=2)[CH2:6][CH2:5][N:4]([C:19]2[CH:24]=[CH:23][C:22]([F:25])=[CH:21][C:20]=2[N+:26]([O-])=O)[CH2:3]1.O.CO.Cl, predict the reaction product. The product is: [NH2:26][C:20]1[CH:21]=[C:22]([F:25])[CH:23]=[CH:24][C:19]=1[N:4]1[CH2:5][CH2:6][C@H:7]([NH:8][C:9](=[O:18])[O:10][CH2:11][C:12]2[CH:13]=[CH:14][CH:15]=[CH:16][CH:17]=2)[C@H:2]([F:1])[CH2:3]1. (3) Given the reactants Cl[C:2]1[N:7]=[C:6]([N:8]2[CH2:13][CH2:12][CH:11]([C:14]3[C:22]4[C:17](=[N:18][CH:19]=[CH:20][CH:21]=4)[NH:16][CH:15]=3)[CH2:10][CH2:9]2)[N:5]=[C:4]([O:23][CH2:24][C@H:25]2[CH2:27][C@H:26]2[C:28]#[N:29])[N:3]=1.C1C=CC(P(C2C=CC=CC=2)CCCP(C2C=CC=CC=2)C2C=CC=CC=2)=CC=1.C[CH2:60][O:61][C:62](C)=[O:63], predict the reaction product. The product is: [C:28]([C@@H:26]1[CH2:27][C@@H:25]1[CH2:24][O:23][C:4]1[N:5]=[C:6]([N:8]2[CH2:13][CH2:12][CH:11]([C:14]3[C:22]4[C:17](=[N:18][CH:19]=[CH:20][CH:21]=4)[NH:16][CH:15]=3)[CH2:10][CH2:9]2)[N:7]=[C:2]([C:62]([O:61][CH3:60])=[O:63])[N:3]=1)#[N:29]. (4) Given the reactants FC(F)(F)C1C=CC(C2C=CC=C(COC3C=CC(C4(CC(OCC)=O)COC4)=CC=3)C=2)=CC=1.[OH:35][C:36]1[CH:41]=[CH:40][C:39]([C:42]2([CH2:46][C:47]([O:49][CH2:50][CH3:51])=[O:48])[CH2:45][O:44][CH2:43]2)=[CH:38][CH:37]=1.[Br:52][CH2:53][C:54]1[CH:55]=[C:56]([C:60]2[C:65]([CH3:66])=[CH:64][C:63]([O:67][CH2:68][CH2:69][CH2:70][S:71]([CH3:74])(=[O:73])=[O:72])=[CH:62][C:61]=2[CH3:75])[CH:57]=[CH:58][CH:59]=1.[CH3:76][C:77]1[CH:82]=[C:81]([O:83][CH2:84][CH2:85][CH2:86][S:87]([CH3:90])(=[O:89])=[O:88])[CH:80]=[C:79]([CH3:91])[C:78]=1[C:92]1[CH:97]=[CH:96][CH:95]=[C:94]([CH2:98][OH:99])[CH:93]=1.C(Br)(Br)(Br)Br, predict the reaction product. The product is: [CH3:75][C:61]1[CH:62]=[C:63]([O:67][CH2:68][CH2:69][CH2:70][S:71]([CH3:74])(=[O:72])=[O:73])[CH:64]=[C:65]([CH3:66])[C:60]=1[C:56]1[CH:57]=[CH:58][CH:59]=[C:54]([CH2:53][O:35][C:36]2[CH:41]=[CH:40][C:39]([C:42]3([CH2:46][C:47]([O:49][CH2:50][CH3:51])=[O:48])[CH2:43][O:44][CH2:45]3)=[CH:38][CH:37]=2)[CH:55]=1.[Br:52][CH2:53][C:54]1[CH:55]=[C:56]([C:60]2[C:61]([CH3:75])=[CH:62][C:63]([O:67][CH2:68][CH2:69][CH2:70][S:71]([CH3:74])(=[O:72])=[O:73])=[CH:64][C:65]=2[CH3:66])[CH:57]=[CH:58][CH:59]=1.[CH3:91][C:79]1[CH:80]=[C:81]([O:83][CH2:84][CH2:85][CH2:86][S:87]([CH3:90])(=[O:89])=[O:88])[CH:82]=[C:77]([CH3:76])[C:78]=1[C:92]1[CH:97]=[CH:96][CH:95]=[C:94]([CH2:98][OH:99])[CH:93]=1. (5) Given the reactants Br[CH2:2][C@@:3]([OH:16])([CH3:15])[C:4]([NH:6][C:7]1[CH:12]=[CH:11][C:10]([O:13][CH3:14])=[CH:9][CH:8]=1)=[O:5].C([O-])([O-])=O.[K+].[K+], predict the reaction product. The product is: [CH3:14][O:13][C:10]1[CH:11]=[CH:12][C:7]([NH:6][C:4]([C@:3]2([CH3:15])[CH2:2][O:16]2)=[O:5])=[CH:8][CH:9]=1. (6) Given the reactants [CH:1]1([CH2:7][O:8][N:9]2C(=O)C3C(=CC=CC=3)C2=O)[CH2:6][CH2:5][CH2:4][CH2:3][CH2:2]1.NN.[CH3:22][O:23][C:24]1[CH:29]=[CH:28][C:27]([S:30](Cl)(=[O:32])=[O:31])=[CH:26][CH:25]=1.C(N(C(C)C)CC)(C)C, predict the reaction product. The product is: [CH:1]1([CH2:7][O:8][NH:9][S:30]([C:27]2[CH:26]=[CH:25][C:24]([O:23][CH3:22])=[CH:29][CH:28]=2)(=[O:32])=[O:31])[CH2:2][CH2:3][CH2:4][CH2:5][CH2:6]1.